The task is: Predict the reaction yield, written as a fraction of the theoretical maximum amount of product (1.0 means a 100% yield; for example, 0.34 means a 34% yield).. This data is from Reaction yield outcomes from USPTO patents with 853,638 reactions. (1) The reactants are [CH3:1][C:2]1([CH3:16])[C:6]([CH3:8])([CH3:7])[O:5][B:4]([C:9]2[CH:10]=[C:11]([CH:13]=[CH:14][CH:15]=2)[NH2:12])[O:3]1.C(N(CC)CC)C.[O:24]1[CH2:29][CH2:28][O:27][CH2:26][CH:25]1[C:30](Cl)=[O:31]. The catalyst is CN(C)C(=O)C.C(OCC)(=O)C. The product is [CH3:8][C:6]1([CH3:7])[C:2]([CH3:16])([CH3:1])[O:3][B:4]([C:9]2[CH:10]=[C:11]([NH:12][C:30]([CH:25]3[CH2:26][O:27][CH2:28][CH2:29][O:24]3)=[O:31])[CH:13]=[CH:14][CH:15]=2)[O:5]1. The yield is 0.810. (2) The reactants are [F:1][C:2]1[CH:20]=[C:19]([N+:21]([O-])=O)[CH:18]=[CH:17][C:3]=1[O:4][C:5]1[CH:10]=[CH:9][N:8]=[C:7]2[CH:11]=[C:12]([S:14]([CH3:16])=[O:15])[S:13][C:6]=12. The catalyst is C(O)(=O)C.[Fe]. The product is [CH3:16][S:14]([C:12]1[S:13][C:6]2[C:7](=[N:8][CH:9]=[CH:10][C:5]=2[O:4][C:3]2[CH:17]=[CH:18][C:19]([NH2:21])=[CH:20][C:2]=2[F:1])[CH:11]=1)=[O:15]. The yield is 0.690. (3) The reactants are Br[C:2]1[CH:6]=[CH:5][S:4][CH:3]=1.[CH2:7]([Mg]Br)[CH2:8][CH2:9][CH2:10][CH2:11][CH2:12][CH2:13][CH2:14][CH2:15][CH2:16][CH2:17][CH2:18][CH2:19][CH3:20].Cl. The catalyst is C(OCC)C.Cl[Ni-]Cl.C1(P(C2C=CC=CC=2)CCCP(C2C=CC=CC=2)C2C=CC=CC=2)C=CC=CC=1. The product is [CH2:20]([C:2]1[CH:6]=[CH:5][S:4][CH:3]=1)[CH2:19][CH2:18][CH2:17][CH2:16][CH2:15][CH2:14][CH2:13][CH2:12][CH2:11][CH2:10][CH2:9][CH2:8][CH3:7]. The yield is 0.759. (4) The reactants are [NH2:1][C@H:2]([C:23]1[CH:28]=[CH:27][CH:26]=[CH:25][CH:24]=1)[CH2:3][CH2:4][N:5]1[CH2:10][CH2:9][CH:8]([C:11]2[CH:12]=[C:13]([NH:17][C:18](=[O:22])[CH:19]([CH3:21])[CH3:20])[CH:14]=[CH:15][CH:16]=2)[CH2:7][CH2:6]1.[F:29][C:30]1[CH:35]=[CH:34][C:33]([CH2:36][C:37](Cl)=[O:38])=[CH:32][CH:31]=1. The catalyst is C1COCC1. The product is [F:29][C:30]1[CH:35]=[CH:34][C:33]([CH2:36][C:37]([NH:1][C@H:2]([C:23]2[CH:24]=[CH:25][CH:26]=[CH:27][CH:28]=2)[CH2:3][CH2:4][N:5]2[CH2:10][CH2:9][CH:8]([C:11]3[CH:12]=[C:13]([NH:17][C:18](=[O:22])[CH:19]([CH3:21])[CH3:20])[CH:14]=[CH:15][CH:16]=3)[CH2:7][CH2:6]2)=[O:38])=[CH:32][CH:31]=1. The yield is 0.900. (5) The reactants are [CH3:1][O:2][C:3]([C:5]1[C:6]([CH3:12])=[N+:7]([O-])[CH:8]=[CH:9][N:10]=1)=[O:4].P(Cl)(Cl)([Cl:15])=O. The catalyst is CN(C=O)C. The product is [Cl:15][C:8]1[N:7]=[C:6]([CH3:12])[C:5]([C:3]([O:2][CH3:1])=[O:4])=[N:10][CH:9]=1. The yield is 0.220.